The task is: Regression. Given a peptide amino acid sequence and an MHC pseudo amino acid sequence, predict their binding affinity value. This is MHC class II binding data.. This data is from Peptide-MHC class II binding affinity with 134,281 pairs from IEDB. The MHC is DRB1_1101 with pseudo-sequence DRB1_1101. The peptide sequence is DTFRKLFRGYSNFLR. The binding affinity (normalized) is 0.951.